This data is from Reaction yield outcomes from USPTO patents with 853,638 reactions. The task is: Predict the reaction yield, written as a fraction of the theoretical maximum amount of product (1.0 means a 100% yield; for example, 0.34 means a 34% yield). The reactants are [N:1]1([C:7]2[CH:12]=[CH:11][C:10]([NH:13][C:14]([C:16]3[N:21]=[C:20]([CH2:22][N:23]4[CH2:29][CH2:28][CH2:27][N:26](C(OC(C)(C)C)=O)[CH2:25][CH2:24]4)[CH:19]=[CH:18][CH:17]=3)=[O:15])=[C:9]([C:37]3[CH:42]=[C:41]([C:43](=[O:56])[NH:44][CH2:45][C:46]4[CH:51]=[CH:50][CH:49]=[C:48]([C:52]([F:55])([F:54])[F:53])[CH:47]=4)[CH:40]=[CH:39][N:38]=3)[CH:8]=2)[CH2:6][CH2:5][CH2:4][CH2:3][CH2:2]1.FC(F)(F)C(O)=O.C(=O)(O)[O-].[Na+]. The catalyst is ClCCl. The product is [N:23]1([CH2:22][C:20]2[N:21]=[C:16]([C:14]([NH:13][C:10]3[CH:11]=[CH:12][C:7]([N:1]4[CH2:2][CH2:3][CH2:4][CH2:5][CH2:6]4)=[CH:8][C:9]=3[C:37]3[CH:42]=[C:41]([C:43](=[O:56])[NH:44][CH2:45][C:46]4[CH:51]=[CH:50][CH:49]=[C:48]([C:52]([F:53])([F:55])[F:54])[CH:47]=4)[CH:40]=[CH:39][N:38]=3)=[O:15])[CH:17]=[CH:18][CH:19]=2)[CH2:29][CH2:28][CH2:27][NH:26][CH2:25][CH2:24]1. The yield is 0.970.